Dataset: Retrosynthesis with 50K atom-mapped reactions and 10 reaction types from USPTO. Task: Predict the reactants needed to synthesize the given product. Given the product CC(C)(Oc1cccc(N)c1)C(N)=O, predict the reactants needed to synthesize it. The reactants are: CC(C)(Oc1cccc([N+](=O)[O-])c1)C(N)=O.